Dataset: NCI-60 drug combinations with 297,098 pairs across 59 cell lines. Task: Regression. Given two drug SMILES strings and cell line genomic features, predict the synergy score measuring deviation from expected non-interaction effect. (1) Drug 1: CCC(=C(C1=CC=CC=C1)C2=CC=C(C=C2)OCCN(C)C)C3=CC=CC=C3.C(C(=O)O)C(CC(=O)O)(C(=O)O)O. Drug 2: C1=NNC2=C1C(=O)NC=N2. Cell line: M14. Synergy scores: CSS=-6.68, Synergy_ZIP=2.68, Synergy_Bliss=-0.349, Synergy_Loewe=-4.57, Synergy_HSA=-5.49. (2) Drug 2: C1CN(CCN1C(=O)CCBr)C(=O)CCBr. Synergy scores: CSS=6.52, Synergy_ZIP=-5.50, Synergy_Bliss=-2.79, Synergy_Loewe=-1.91, Synergy_HSA=-1.79. Cell line: M14. Drug 1: CC1=C(C=C(C=C1)C(=O)NC2=CC(=CC(=C2)C(F)(F)F)N3C=C(N=C3)C)NC4=NC=CC(=N4)C5=CN=CC=C5. (3) Cell line: RPMI-8226. Drug 1: CC1=C2C(C(=O)C3(C(CC4C(C3C(C(C2(C)C)(CC1OC(=O)C(C(C5=CC=CC=C5)NC(=O)OC(C)(C)C)O)O)OC(=O)C6=CC=CC=C6)(CO4)OC(=O)C)OC)C)OC. Synergy scores: CSS=86.2, Synergy_ZIP=8.81, Synergy_Bliss=7.83, Synergy_Loewe=-14.1, Synergy_HSA=8.62. Drug 2: C1C(C(OC1N2C=NC3=C2NC=NCC3O)CO)O. (4) Drug 1: CN1C2=C(C=C(C=C2)N(CCCl)CCCl)N=C1CCCC(=O)O.Cl. Drug 2: C1CNP(=O)(OC1)N(CCCl)CCCl. Cell line: M14. Synergy scores: CSS=-2.99, Synergy_ZIP=0.603, Synergy_Bliss=-2.64, Synergy_Loewe=-1.88, Synergy_HSA=-4.77. (5) Drug 1: C1CN1P(=S)(N2CC2)N3CC3. Drug 2: C1=CC=C(C=C1)NC(=O)CCCCCCC(=O)NO. Cell line: IGROV1. Synergy scores: CSS=22.8, Synergy_ZIP=-3.29, Synergy_Bliss=3.47, Synergy_Loewe=3.04, Synergy_HSA=5.12. (6) Drug 1: C1CN1C2=NC(=NC(=N2)N3CC3)N4CC4. Drug 2: C1=CC(=CC=C1CC(C(=O)O)N)N(CCCl)CCCl.Cl. Cell line: SR. Synergy scores: CSS=87.2, Synergy_ZIP=0.747, Synergy_Bliss=0.718, Synergy_Loewe=-0.391, Synergy_HSA=2.65. (7) Drug 1: CC1=C(C=C(C=C1)NC2=NC=CC(=N2)N(C)C3=CC4=NN(C(=C4C=C3)C)C)S(=O)(=O)N.Cl. Drug 2: CC(C)(C#N)C1=CC(=CC(=C1)CN2C=NC=N2)C(C)(C)C#N. Cell line: SF-295. Synergy scores: CSS=2.52, Synergy_ZIP=-2.44, Synergy_Bliss=-2.84, Synergy_Loewe=-0.930, Synergy_HSA=-1.12. (8) Drug 1: CC12CCC(CC1=CCC3C2CCC4(C3CC=C4C5=CN=CC=C5)C)O. Drug 2: C1CN(P(=O)(OC1)NCCCl)CCCl. Cell line: HOP-92. Synergy scores: CSS=1.73, Synergy_ZIP=-0.363, Synergy_Bliss=-1.75, Synergy_Loewe=-5.90, Synergy_HSA=-3.85. (9) Drug 1: CC=C1C(=O)NC(C(=O)OC2CC(=O)NC(C(=O)NC(CSSCCC=C2)C(=O)N1)C(C)C)C(C)C. Drug 2: CCN(CC)CCCC(C)NC1=C2C=C(C=CC2=NC3=C1C=CC(=C3)Cl)OC. Cell line: HS 578T. Synergy scores: CSS=73.7, Synergy_ZIP=0.673, Synergy_Bliss=-0.289, Synergy_Loewe=-0.953, Synergy_HSA=2.49. (10) Drug 1: C#CCC(CC1=CN=C2C(=N1)C(=NC(=N2)N)N)C3=CC=C(C=C3)C(=O)NC(CCC(=O)O)C(=O)O. Drug 2: CC1C(C(CC(O1)OC2CC(CC3=C2C(=C4C(=C3O)C(=O)C5=C(C4=O)C(=CC=C5)OC)O)(C(=O)CO)O)N)O.Cl. Cell line: HOP-62. Synergy scores: CSS=36.1, Synergy_ZIP=-3.90, Synergy_Bliss=-2.82, Synergy_Loewe=-1.01, Synergy_HSA=-0.706.